Dataset: Forward reaction prediction with 1.9M reactions from USPTO patents (1976-2016). Task: Predict the product of the given reaction. (1) Given the reactants [Cl:1][C:2]1[C:11]2[C:6](=[CH:7][CH:8]=[C:9](I)[CH:10]=2)[N:5]=[N:4][C:3]=1[C:13]([NH2:15])=[O:14].C([Sn](CCCC)(CCCC)[S:21][CH2:22][CH3:23])CCC, predict the reaction product. The product is: [Cl:1][C:2]1[C:11]2[C:6](=[CH:7][CH:8]=[C:9]([S:21][CH2:22][CH3:23])[CH:10]=2)[N:5]=[N:4][C:3]=1[C:13]([NH2:15])=[O:14]. (2) Given the reactants [CH3:1][NH:2][C@@H:3]([C:11]1[CH:16]=[CH:15][CH:14]=[C:13]([C:17]#[C:18][Si](C)(C)C)[CH:12]=1)[CH2:4][N:5]1[CH2:9][CH2:8][C@H:7]([OH:10])[CH2:6]1.[OH-].[K+].Cl, predict the reaction product. The product is: [C:17]([C:13]1[CH:12]=[C:11]([C@H:3]([NH:2][CH3:1])[CH2:4][N:5]2[CH2:9][CH2:8][C@H:7]([OH:10])[CH2:6]2)[CH:16]=[CH:15][CH:14]=1)#[CH:18]. (3) Given the reactants [OH-:1].[Na+].[CH:3]([C:6]1[CH:18]=[C:9]2[C:10]([CH:16]=[O:17])=[CH:11][CH:12]=[C:13]([O:14][CH3:15])[N:8]2[N:7]=1)([CH3:5])[CH3:4], predict the reaction product. The product is: [CH:3]([C:6]1[CH:18]=[C:9]2[C:10]([C:16]([OH:1])=[O:17])=[CH:11][CH:12]=[C:13]([O:14][CH3:15])[N:8]2[N:7]=1)([CH3:5])[CH3:4]. (4) Given the reactants [CH2:1]([NH:8][C:9]1[N:17]=[C:16](F)[N:15]=[C:14]2[C:10]=1[N:11]=[CH:12][N:13]2[CH:19]([CH3:21])[CH3:20])[C:2]1[CH:7]=[CH:6][CH:5]=[CH:4][CH:3]=1.CC[N:24](C(C)C)C(C)C.C(Cl)Cl.CCO[CH2:37][CH3:38].CO.[CH3:41][CH2:42][CH2:43][CH2:44][OH:45].CS(C)=O, predict the reaction product. The product is: [CH2:1]([NH:8][C:9]1[N:17]=[C:16]([NH:24][C@@H:43]([CH2:42][CH3:41])[CH:44]([OH:45])[CH2:37][CH3:38])[N:15]=[C:14]2[C:10]=1[N:11]=[CH:12][N:13]2[CH:19]([CH3:21])[CH3:20])[C:2]1[CH:7]=[CH:6][CH:5]=[CH:4][CH:3]=1. (5) Given the reactants [I:1]N1C(=O)CCC1=O.[Cl:9][C:10]1[CH:11]=[CH:12][C:13]([CH3:32])=[C:14]([C:16]2[NH:17][C:18]([C:24]3[CH:29]=[CH:28][N:27]=[C:26]([NH:30][CH3:31])[N:25]=3)=[CH:19][C:20]=2[C:21]([NH2:23])=[O:22])[CH:15]=1.O, predict the reaction product. The product is: [Cl:9][C:10]1[CH:11]=[CH:12][C:13]([CH3:32])=[C:14]([C:16]2[NH:17][C:18]([C:24]3[CH:29]=[CH:28][N:27]=[C:26]([NH:30][CH3:31])[N:25]=3)=[C:19]([I:1])[C:20]=2[C:21]([NH2:23])=[O:22])[CH:15]=1. (6) Given the reactants CN(C=O)C.[S:6]([Cl:10])(Cl)(=[O:8])=[O:7].[CH2:11]([C:13]1[CH:28]=[CH:27][C:16]([CH2:17][C:18]2[S:22][C:21]3[CH:23]=[CH:24][CH:25]=[CH:26][C:20]=3[CH:19]=2)=[CH:15][CH:14]=1)[CH3:12], predict the reaction product. The product is: [CH2:11]([C:13]1[CH:28]=[CH:27][C:16]([CH2:17][C:18]2[S:22][C:21]3[CH:23]=[CH:24][CH:25]=[CH:26][C:20]=3[C:19]=2[S:6]([Cl:10])(=[O:8])=[O:7])=[CH:15][CH:14]=1)[CH3:12].